Dataset: Reaction yield outcomes from USPTO patents with 853,638 reactions. Task: Predict the reaction yield, written as a fraction of the theoretical maximum amount of product (1.0 means a 100% yield; for example, 0.34 means a 34% yield). (1) The reactants are [OH:1][C:2]([CH3:20])([CH3:19])[CH2:3][CH2:4][O:5][C@H:6]([C@@H:8]1[C@:16]2([CH3:17])[C@H:11]([C@@H:12]([OH:18])[CH2:13][CH2:14][CH2:15]2)[CH2:10][CH2:9]1)[CH3:7].[Cr](O[Cr]([O-])(=O)=O)([O-])(=O)=O.[NH+]1C=CC=CC=1.[NH+]1C=CC=CC=1.C1(C)C=CC(S([O-])(=O)=O)=CC=1.[NH+]1C=CC=CC=1. The catalyst is ClCCl. The product is [OH:1][C:2]([CH3:19])([CH3:20])[CH2:3][CH2:4][O:5][C@H:6]([C@@H:8]1[C@:16]2([CH3:17])[C@H:11]([C:12](=[O:18])[CH2:13][CH2:14][CH2:15]2)[CH2:10][CH2:9]1)[CH3:7]. The yield is 0.730. (2) The reactants are [CH2:1]([O:8][C:9]1[C:10]([CH2:27][OH:28])=[N:11][CH:12]=[C:13]([C:25]=1[OH:26])[C:14]([NH:16][CH2:17][C:18]1[CH:23]=[CH:22][C:21]([F:24])=[CH:20][CH:19]=1)=[O:15])[C:2]1[CH:7]=[CH:6][CH:5]=[CH:4][CH:3]=1. The catalyst is C(Cl)(Cl)Cl.[O-2].[O-2].[Mn+4]. The product is [CH2:1]([O:8][C:9]1[C:10]([CH:27]=[O:28])=[N:11][CH:12]=[C:13]([C:25]=1[OH:26])[C:14]([NH:16][CH2:17][C:18]1[CH:19]=[CH:20][C:21]([F:24])=[CH:22][CH:23]=1)=[O:15])[C:2]1[CH:7]=[CH:6][CH:5]=[CH:4][CH:3]=1. The yield is 0.840. (3) The product is [OH:40][C:27]1[C:26](=[O:25])[N:15]([C:16]2[N:17]=[N:18][C:19]([CH3:22])=[CH:20][CH:21]=2)[CH:11]([C:10]2[CH:13]=[CH:14][C:7]([CH2:6][N:2]3[N:3]=[CH:4][CH:5]=[N:1]3)=[CH:8][CH:9]=2)[C:28]=1[C:29](=[O:30])[C:31]1[CH:36]=[CH:35][C:34]([CH:37]([CH3:39])[CH3:38])=[CH:33][CH:32]=1. No catalyst specified. The yield is 0.260. The reactants are [N:1]1[N:2]([CH2:6][C:7]2[CH:14]=[CH:13][C:10]([CH:11]=O)=[CH:9][CH:8]=2)[N:3]=[CH:4][CH:5]=1.[NH2:15][C:16]1[N:17]=[N:18][C:19]([CH3:22])=[CH:20][CH:21]=1.C([O:25][C:26](=O)[C:27]([OH:40])=[CH:28][C:29]([C:31]1[CH:36]=[CH:35][C:34]([CH:37]([CH3:39])[CH3:38])=[CH:33][CH:32]=1)=[O:30])C. (4) The reactants are Cl[C:2]1[N:7]=[C:6]([NH:8][C:9]2[CH:14]=[CH:13][CH:12]=[CH:11][C:10]=2[S:15]([CH:18]([CH3:20])[CH3:19])(=[O:17])=[O:16])[C:5]([Cl:21])=[CH:4][N:3]=1.[CH3:22][P:23]([C:26]1[CH:32]=[CH:31][C:29]([NH2:30])=[C:28]([CH3:33])[CH:27]=1)([CH3:25])=[O:24].[OH-].[Na+]. The catalyst is COCCO. The product is [Cl:21][C:5]1[C:6]([NH:8][C:9]2[CH:14]=[CH:13][CH:12]=[CH:11][C:10]=2[S:15]([CH:18]([CH3:20])[CH3:19])(=[O:17])=[O:16])=[N:7][C:2]([NH:30][C:29]2[CH:31]=[CH:32][C:26]([P:23]([CH3:25])([CH3:22])=[O:24])=[CH:27][C:28]=2[CH3:33])=[N:3][CH:4]=1. The yield is 0.180. (5) The reactants are [Br:1][C:2]1[CH:6]=[N:5][N:4]([CH3:7])[C:3]=1[C:8]1[CH:9]=[C:10]([NH2:17])[CH:11]=[CH:12][C:13]=1[O:14][CH2:15][CH3:16].[F:18][C:19]1[CH:24]=[CH:23][C:22]([N:25]=[C:26]=[O:27])=[CH:21][CH:20]=1. The catalyst is C(Cl)Cl. The product is [Br:1][C:2]1[CH:6]=[N:5][N:4]([CH3:7])[C:3]=1[C:8]1[CH:9]=[C:10]([NH:17][C:26]([NH:25][C:22]2[CH:23]=[CH:24][C:19]([F:18])=[CH:20][CH:21]=2)=[O:27])[CH:11]=[CH:12][C:13]=1[O:14][CH2:15][CH3:16]. The yield is 0.590.